From a dataset of Reaction yield outcomes from USPTO patents with 853,638 reactions. Predict the reaction yield, written as a fraction of the theoretical maximum amount of product (1.0 means a 100% yield; for example, 0.34 means a 34% yield). (1) The reactants are [Br:1][C:2]1[CH:3]=[C:4]([C:11]([OH:13])=[O:12])[C:5]([C:8]([OH:10])=O)=[N:6][CH:7]=1.C(OC(=O)C)(=O)C. No catalyst specified. The product is [Br:1][C:2]1[CH:3]=[C:4]2[C:11](=[O:12])[O:13][C:8](=[O:10])[C:5]2=[N:6][CH:7]=1. The yield is 0.790. (2) The reactants are [F:1][C:2]([F:18])([F:17])[C:3]1[CH:4]=[C:5]([CH:14]=[CH:15][CH:16]=1)[CH:6](O)[C:7]1[CH:12]=[CH:11][CH:10]=[CH:9][CH:8]=1.S(Cl)([Cl:21])=O. The catalyst is C(Cl)Cl. The product is [Cl:21][CH:6]([C:7]1[CH:12]=[CH:11][CH:10]=[CH:9][CH:8]=1)[C:5]1[CH:14]=[CH:15][CH:16]=[C:3]([C:2]([F:18])([F:17])[F:1])[CH:4]=1. The yield is 0.890. (3) The yield is 0.180. The catalyst is CO.[Pd]. The product is [CH3:27][C:22]([NH:21][C:19]([C:10]1[CH:11]=[CH:12][C:13]2[C:18](=[CH:17][CH:16]=[CH:15][CH:14]=2)[C:9]=1[CH2:8][CH2:7][C:1]1[CH:2]=[CH:3][CH:4]=[CH:5][CH:6]=1)=[O:20])([CH3:26])[C:23]([OH:25])=[O:24]. The reactants are [C:1]1([C:7]#[C:8][C:9]2[C:18]3[C:13](=[CH:14][CH:15]=[CH:16][CH:17]=3)[CH:12]=[CH:11][C:10]=2[C:19]([NH:21][C:22]([CH3:27])([CH3:26])[C:23]([OH:25])=[O:24])=[O:20])[CH:6]=[CH:5][CH:4]=[CH:3][CH:2]=1. (4) The reactants are ClC1N=[C:4](NC2C=C(C=CC=2)C(O)=O)[C:5]2[S:10][CH2:9][CH2:8][C:6]=2N=1.[NH2:21][C:22]([NH2:24])=[O:23].C.[OH-:26].[Na+]. No catalyst specified. The product is [N:21]1[C:6]2[CH:8]=[CH:9][S:10][C:5]=2[C:4]([OH:26])=[N:24][C:22]=1[OH:23]. The yield is 0.750. (5) The reactants are [NH2:1][C:2]1[N:7]=[C:6]([OH:8])[N:5]=[C:4]([OH:9])[C:3]=1[CH2:10][CH:11](OCC)OCC. The catalyst is Cl. The product is [N:7]1[C:2]2[NH:1][CH:11]=[CH:10][C:3]=2[C:4]([OH:9])=[N:5][C:6]=1[OH:8]. The yield is 0.800. (6) The reactants are [Cl:1][C:2]1[CH:7]=[C:6]([C:8]2[CH2:12][CH2:11][CH2:10][CH:9]=2)[N:5]=[C:4]2[CH2:13][CH2:14][CH2:15][C:3]=12.[NH2:16][C:17]1[CH:22]=[CH:21][C:20]([CH2:23][C:24]([NH2:26])=[O:25])=[CH:19][CH:18]=1. No catalyst specified. The product is [ClH:1].[C:8]1([C:6]2[N:5]=[C:4]3[CH2:13][CH2:14][CH2:15][C:3]3=[C:2]([NH:16][C:17]3[CH:18]=[CH:19][C:20]([CH2:23][C:24]([NH2:26])=[O:25])=[CH:21][CH:22]=3)[CH:7]=2)[CH2:12][CH2:11][CH2:10][CH:9]=1. The yield is 0.290.